From a dataset of Catalyst prediction with 721,799 reactions and 888 catalyst types from USPTO. Predict which catalyst facilitates the given reaction. (1) Reactant: [C:1]1([C:7]2([C:13]3[CH:18]=[CH:17][CH:16]=[CH:15][CH:14]=3)[CH2:11][CH2:10][NH:9][C:8]2=[O:12])[CH:6]=[CH:5][CH:4]=[CH:3][CH:2]=1.CC([O-])(C)C.[K+].Br[CH2:26][CH2:27][CH2:28][C:29]([O:31]C(C)(C)C)=[O:30].C(OCC)(=O)C. Product: [O:12]=[C:8]1[C:7]([C:1]2[CH:6]=[CH:5][CH:4]=[CH:3][CH:2]=2)([C:13]2[CH:14]=[CH:15][CH:16]=[CH:17][CH:18]=2)[CH2:11][CH2:10][N:9]1[CH2:26][CH2:27][CH2:28][C:29]([OH:31])=[O:30]. The catalyst class is: 7. (2) Reactant: [Cl-].[CH3:2][O:3][CH2:4][P+](C1C=CC=CC=1)(C1C=CC=CC=1)C1C=CC=CC=1.CC(C)([O-])C.[K+].[N:30]1[CH:35]=[CH:34][CH:33]=[CH:32][C:31]=1[CH:36]=O.CCCCCC. Product: [CH3:2][O:3]/[CH:4]=[CH:36]\[C:31]1[CH:32]=[CH:33][CH:34]=[CH:35][N:30]=1. The catalyst class is: 7. (3) Reactant: [CH3:1][O:2][C@@H:3]([C@@H:12]([N:17]([CH3:25])[C:18](=[O:24])[C@H:19]([CH:21]([CH3:23])[CH3:22])[NH2:20])[C@@H:13]([CH3:16])[CH2:14][CH3:15])[CH2:4][C:5]([O:7][C:8]([CH3:11])([CH3:10])[CH3:9])=[O:6].[CH3:26][N:27]1[CH2:34][CH2:33][CH2:32][C@:28]1([CH3:35])[C:29](O)=[O:30].CN(C(ON1N=NC2C=CC=NC1=2)=[N+](C)C)C.F[P-](F)(F)(F)(F)F.C(N(C(C)C)CC)(C)C. Product: [CH3:26][N:27]1[CH2:34][CH2:33][CH2:32][C@:28]1([CH3:35])[C:29]([NH:20][C@H:19]([C:18]([N:17]([C@@H:12]([C@@H:13]([CH3:16])[CH2:14][CH3:15])[C@H:3]([O:2][CH3:1])[CH2:4][C:5]([O:7][C:8]([CH3:11])([CH3:9])[CH3:10])=[O:6])[CH3:25])=[O:24])[CH:21]([CH3:23])[CH3:22])=[O:30]. The catalyst class is: 4. (4) Reactant: N#N.[CH3:3][C:4]1[C@@H:21]([O:22][C:23]([C@H:25]([OH:41])[C@@H:26]([NH:33][C:34]([O:36][C:37]([CH3:40])([CH3:39])[CH3:38])=[O:35])[C:27]2[CH:28]=[CH:29][CH:30]=[CH:31][CH:32]=2)=[O:24])[CH2:20][C@:16]2([OH:42])[C:17]([CH3:19])([CH3:18])[C:5]=1[C@@H:6]([O:61][CH3:62])[C:7]([C@@:9]1([CH3:60])[C@H:14]([C@@H:15]2[O:43][C:44]([C:46]2[CH:47]=[CH:48][CH:49]=[CH:50][CH:51]=2)=[O:45])[C@:13]2([O:54][C:55]([CH3:57])=[O:56])[CH2:52][O:53][C@@H:12]2[CH2:11][C@@H:10]1[O:58][CH3:59])=[O:8].C(NC(CCCC)C(O)=O)(OCC1C=CC=CC=1)=O.CCN=C=NCCCN(C)C.[C:93]([C:103]([NH2:111])([CH2:107][CH2:108][CH2:109][CH3:110])[C:104]([OH:106])=[O:105])([O:95][CH2:96][C:97]1[CH:102]=[CH:101][CH:100]=[CH:99][CH:98]=1)=[O:94]. Product: [CH3:3][C:4]1[C@@H:21]([O:22][C:23]([C@H:25]([OH:41])[C@@H:26]([NH:33][C:34]([O:36][C:37]([CH3:38])([CH3:39])[CH3:40])=[O:35])[C:27]2[CH:28]=[CH:29][CH:30]=[CH:31][CH:32]=2)=[O:24])[CH2:20][C@:16]2([OH:42])[C:17]([CH3:18])([CH3:19])[C:5]=1[C@@H:6]([O:61][CH3:62])[C:7]([C@@:9]1([CH3:60])[C@H:14]([C@@H:15]2[O:43][C:44]([C:46]2[CH:51]=[CH:50][CH:49]=[CH:48][CH:47]=2)=[O:45])[C@:13]2([O:54][C:55]([CH3:57])=[O:56])[CH2:52][O:53][C@@H:12]2[CH2:11][C@@H:10]1[O:58][CH3:59])=[O:8].[C:93]([C:103]([NH2:111])([CH2:107][CH2:108][CH2:109][CH3:110])[C:104]([O-:106])=[O:105])([O:95][CH2:96][C:97]1[CH:102]=[CH:101][CH:100]=[CH:99][CH:98]=1)=[O:94]. The catalyst class is: 79. (5) Reactant: Cl.FC1C=C(C=CC=1)CN1C=C(C2C3C(=NC=C(C4C=CC(C5CCNCC5)=CC=4)C=3)N(S(C3C=CC(C)=CC=3)(=O)=O)C=2)C=N1.[F:46][C:47]1[CH:48]=[C:49]([CH:92]=[CH:93][CH:94]=1)[CH2:50][N:51]1[CH:55]=[C:54]([C:56]2[C:64]3[C:59](=[N:60][CH:61]=[C:62]([C:65]4[CH:66]=[C:67]([CH:79]=[CH:80][CH:81]=4)[CH2:68][CH:69]4[CH2:74][CH2:73][N:72]([CH2:75][C:76]([NH2:78])=[O:77])[CH2:71][CH2:70]4)[CH:63]=3)[N:58](S(C3C=CC(C)=CC=3)(=O)=O)[CH:57]=2)[CH:53]=[N:52]1.[OH-].[Li+]. Product: [F:46][C:47]1[CH:48]=[C:49]([CH:92]=[CH:93][CH:94]=1)[CH2:50][N:51]1[CH:55]=[C:54]([C:56]2[C:64]3[C:59](=[N:60][CH:61]=[C:62]([C:65]4[CH:66]=[C:67]([CH:79]=[CH:80][CH:81]=4)[CH2:68][CH:69]4[CH2:74][CH2:73][N:72]([CH2:75][C:76]([NH2:78])=[O:77])[CH2:71][CH2:70]4)[CH:63]=3)[NH:58][CH:57]=2)[CH:53]=[N:52]1. The catalyst class is: 87.